Dataset: Full USPTO retrosynthesis dataset with 1.9M reactions from patents (1976-2016). Task: Predict the reactants needed to synthesize the given product. Given the product [BrH:1].[Cl:9][C:6]1[N:5]=[N:4][C:3]([CH2:2][NH2:10])=[CH:8][CH:7]=1, predict the reactants needed to synthesize it. The reactants are: [Br:1][CH2:2][C:3]1[N:4]=[N:5][C:6]([Cl:9])=[CH:7][CH:8]=1.[NH3:10].CO.